From a dataset of Catalyst prediction with 721,799 reactions and 888 catalyst types from USPTO. Predict which catalyst facilitates the given reaction. Reactant: [CH3:1][CH:2]([CH3:43])[CH2:3][CH2:4][N:5]([CH2:38][CH2:39][CH:40]([CH3:42])[CH3:41])[C:6]([C:8]1[CH:9]=[CH:10][C:11]2[N:15]=[C:14]([NH:16][C:17]3[CH:22]=[CH:21][C:20]([N+:23]([O-])=O)=[CH:19][CH:18]=3)[N:13]([CH2:26][CH2:27][CH2:28][NH:29][C:30](=[O:36])[O:31][C:32]([CH3:35])([CH3:34])[CH3:33])[C:12]=2[CH:37]=1)=[O:7]. Product: [NH2:23][C:20]1[CH:19]=[CH:18][C:17]([NH:16][C:14]2[N:13]([CH2:26][CH2:27][CH2:28][NH:29][C:30](=[O:36])[O:31][C:32]([CH3:33])([CH3:34])[CH3:35])[C:12]3[CH:37]=[C:8]([C:6]([N:5]([CH2:4][CH2:3][CH:2]([CH3:43])[CH3:1])[CH2:38][CH2:39][CH:40]([CH3:41])[CH3:42])=[O:7])[CH:9]=[CH:10][C:11]=3[N:15]=2)=[CH:22][CH:21]=1. The catalyst class is: 407.